This data is from Forward reaction prediction with 1.9M reactions from USPTO patents (1976-2016). The task is: Predict the product of the given reaction. Given the reactants [CH:1]([C:4]1[C:8]([CH2:9][O:10][C:11]2[CH:15]=[C:14]([C:16](OC)=[O:17])[N:13]([CH3:20])[N:12]=2)=[CH:7][N:6]([C:21]2[CH:26]=[CH:25][C:24]([C:27]([F:30])([F:29])[F:28])=[CH:23][N:22]=2)[N:5]=1)([CH3:3])[CH3:2].[H-].C([Al+]CC(C)C)C(C)C.Cl, predict the reaction product. The product is: [CH:1]([C:4]1[C:8]([CH2:9][O:10][C:11]2[CH:15]=[C:14]([CH2:16][OH:17])[N:13]([CH3:20])[N:12]=2)=[CH:7][N:6]([C:21]2[CH:26]=[CH:25][C:24]([C:27]([F:28])([F:30])[F:29])=[CH:23][N:22]=2)[N:5]=1)([CH3:3])[CH3:2].